This data is from Full USPTO retrosynthesis dataset with 1.9M reactions from patents (1976-2016). The task is: Predict the reactants needed to synthesize the given product. (1) Given the product [CH3:11][O:5][C:4](=[O:6])[C:3]1[CH:7]=[CH:8][CH:9]=[CH:10][C:2]=1[CH3:1], predict the reactants needed to synthesize it. The reactants are: [CH3:1][C:2]1[CH:10]=[CH:9][CH:8]=[CH:7][C:3]=1[C:4]([OH:6])=[O:5].[C:11](Cl)(=O)C(Cl)=O.CO.C(N(CC)CC)C. (2) Given the product [CH3:1][N:2]1[CH:6]=[C:5]([C:7]2[CH:8]=[C:9]([NH:13][C:14]3[C:18]4[CH2:19][N:20]([C:23](=[O:25])[CH3:24])[CH2:21][CH2:22][C:17]=4[N:16]([CH2:34][C:33]([F:37])([F:36])[F:32])[N:15]=3)[CH:10]=[CH:11][CH:12]=2)[CH:4]=[N:3]1, predict the reactants needed to synthesize it. The reactants are: [CH3:1][N:2]1[CH:6]=[C:5]([C:7]2[CH:8]=[C:9]([NH:13][C:14]3[C:18]4[CH2:19][N:20]([C:23](=[O:25])[CH3:24])[CH2:21][CH2:22][C:17]=4[NH:16][N:15]=3)[CH:10]=[CH:11][CH:12]=2)[CH:4]=[N:3]1.C([O-])([O-])=O.[Cs+].[Cs+].[F:32][C:33]([F:37])([F:36])[CH2:34]I. (3) Given the product [Si:32]([O:44][CH:17]1[O:16][C:15](=[O:25])[N:14]([C:12](=[O:13])[CH2:11][CH2:10][CH2:9][CH2:8][C:5]2[CH:6]=[CH:7][C:2]([F:1])=[CH:3][CH:4]=2)[CH:18]1[C:19]1[CH:24]=[CH:23][CH:22]=[CH:21][CH:20]=1)([C:35]([CH3:38])([CH3:37])[CH3:36])([CH3:34])[CH3:33], predict the reactants needed to synthesize it. The reactants are: [F:1][C:2]1[CH:7]=[CH:6][C:5]([CH:8](O)[CH2:9][CH2:10][CH2:11][C:12]([N:14]2[CH:18]([C:19]3[CH:24]=[CH:23][CH:22]=[CH:21][CH:20]=3)[CH2:17][O:16][C:15]2=[O:25])=[O:13])=[CH:4][CH:3]=1.N1C=CN=C1.[Si:32](Cl)([C:35]([CH3:38])([CH3:37])[CH3:36])([CH3:34])[CH3:33].CN(C=[O:44])C. (4) Given the product [C:1]([O:5][C:6](=[O:35])[NH:7][C:8]1([CH2:16][CH2:17][C:18]2[CH:23]=[CH:22][C:21]([O:24][CH2:25][CH2:26][CH2:27][CH2:28][CH2:29][CH2:30][CH2:31][CH3:32])=[C:20]([CH2:33][F:45])[CH:19]=2)[CH2:13][O:12][C:11]([CH3:15])([CH3:14])[O:10][CH2:9]1)([CH3:4])([CH3:3])[CH3:2], predict the reactants needed to synthesize it. The reactants are: [C:1]([O:5][C:6](=[O:35])[NH:7][C:8]1([CH2:16][CH2:17][C:18]2[CH:23]=[CH:22][C:21]([O:24][CH2:25][CH2:26][CH2:27][CH2:28][CH2:29][CH2:30][CH2:31][CH3:32])=[C:20]([CH2:33]O)[CH:19]=2)[CH2:13][O:12][C:11]([CH3:15])([CH3:14])[O:10][CH2:9]1)([CH3:4])([CH3:3])[CH3:2].C1(C)C=CC(S([F:45])(=O)=O)=CC=1.[F-].C([N+](CCCC)(CCCC)CCCC)CCC.O1CCCC1.O. (5) Given the product [CH:21]([O:24][C:25]([N:8]1[C:9]2[C:5](=[CH:4][C:3]([F:2])=[CH:11][CH:10]=2)[C:6]([CH3:18])=[C:7]1[C:12]1[CH:13]=[N:14][CH:15]=[CH:16][CH:17]=1)=[O:26])([CH3:23])[CH3:22], predict the reactants needed to synthesize it. The reactants are: Cl.[F:2][C:3]1[CH:4]=[C:5]2[C:9](=[CH:10][CH:11]=1)[NH:8][C:7]([C:12]1[CH:13]=[N:14][CH:15]=[CH:16][CH:17]=1)=[C:6]2[CH3:18].[H-].[Na+].[CH:21]([O:24][C:25](Cl)=[O:26])([CH3:23])[CH3:22]. (6) The reactants are: [C:1]([O:5][C:6]([N:8]1[CH2:13][CH2:12][CH:11]([O:14][C:15]2[CH:16]=[CH:17][CH:18]=[C:19]3[C:23]=2[N:22]([CH3:24])[C:21]([C:25](=[O:44])[NH:26][C:27]2[CH:32]=[C:31]([C:33]([CH3:36])([CH3:35])[CH3:34])[CH:30]=[C:29]([NH:37][S:38]([CH3:41])(=[O:40])=[O:39])[C:28]=2[O:42][CH3:43])=[CH:20]3)[CH2:10][CH2:9]1)=[O:7])(C)(C)[CH3:2].FC(F)(F)C(O)=O. Given the product [CH2:1]([O:5][C:6]([N:8]1[CH2:13][CH2:12][CH:11]([O:14][C:15]2[CH:16]=[CH:17][CH:18]=[C:19]3[C:23]=2[N:22]([CH3:24])[C:21]([C:25](=[O:44])[NH:26][C:27]2[CH:32]=[C:31]([C:33]([CH3:35])([CH3:36])[CH3:34])[CH:30]=[C:29]([NH:37][S:38]([CH3:41])(=[O:40])=[O:39])[C:28]=2[O:42][CH3:43])=[CH:20]3)[CH2:10][CH2:9]1)=[O:7])[CH3:2], predict the reactants needed to synthesize it. (7) The reactants are: [Si]([O:8][C@H:9]1[CH2:37][CH2:36][C@@:35]2([CH3:38])[C@@H:11]([CH2:12][CH2:13][C:14]3[C:15]4[C@:31]([CH3:39])([CH2:32][CH2:33][C:34]=32)[C@@H:18]([C@H:19]([CH3:30])[CH2:20][CH2:21][CH2:22][NH:23][C:24]2[CH:29]=[CH:28][CH:27]=[CH:26][CH:25]=2)[CH2:17][CH:16]=4)[C:10]1([CH3:41])[CH3:40])(C(C)(C)C)(C)C.C(O)C.Cl. Given the product [CH3:41][C:10]1([CH3:40])[C@@H:9]([OH:8])[CH2:37][CH2:36][C@@:35]2([CH3:38])[C@H:11]1[CH2:12][CH2:13][C:14]1[C:15]3[C@:31]([CH3:39])([CH2:32][CH2:33][C:34]=12)[C@@H:18]([C@H:19]([CH3:30])[CH2:20][CH2:21][CH2:22][NH:23][C:24]1[CH:25]=[CH:26][CH:27]=[CH:28][CH:29]=1)[CH2:17][CH:16]=3, predict the reactants needed to synthesize it. (8) Given the product [CH2:31]([O:22][C:3]1[C:2]([F:1])=[C:9]([F:10])[C:8]([CH:11]2[CH2:16][CH2:15][CH:14]([CH2:17][CH2:18][CH2:19][CH2:20][CH3:21])[CH2:13][CH2:12]2)=[CH:7][C:4]=1[CH:5]=[O:6])[CH:30]=[CH2:29], predict the reactants needed to synthesize it. The reactants are: [F:1][C:2]1[C:3]([OH:22])=[C:4]([CH:7]=[C:8]([CH:11]2[CH2:16][CH2:15][CH:14]([CH2:17][CH2:18][CH2:19][CH2:20][CH3:21])[CH2:13][CH2:12]2)[C:9]=1[F:10])[CH:5]=[O:6].C(=O)([O-])[O-].[K+].[K+].[CH2:29](Br)[CH:30]=[CH2:31]. (9) Given the product [Br:1][C:2]1[CH:7]=[N:6][C:5]([N:8]([CH3:16])[C@H:9]2[CH2:10][CH2:11][C@H:12]([O:15][CH2:19][CH2:20][N:21]3[CH2:25][CH2:24][CH2:23][CH2:22]3)[CH2:13][CH2:14]2)=[N:4][CH:3]=1, predict the reactants needed to synthesize it. The reactants are: [Br:1][C:2]1[CH:3]=[N:4][C:5]([N:8]([CH3:16])[C@H:9]2[CH2:14][CH2:13][C@H:12]([OH:15])[CH2:11][CH2:10]2)=[N:6][CH:7]=1.Cl.Cl[CH2:19][CH2:20][N:21]1[CH2:25][CH2:24][CH2:23][CH2:22]1.[H-].[Na+].[Na+].[I-]. (10) Given the product [F:11][CH:12]([F:15])[CH2:13][O:1][C:2]1[CH:9]=[CH:8][C:5]([CH:6]=[O:7])=[C:4]([CH3:10])[CH:3]=1, predict the reactants needed to synthesize it. The reactants are: [OH:1][C:2]1[CH:9]=[CH:8][C:5]([CH:6]=[O:7])=[C:4]([CH3:10])[CH:3]=1.[F:11][CH:12]([F:15])[CH2:13]I.